This data is from NCI-60 drug combinations with 297,098 pairs across 59 cell lines. The task is: Regression. Given two drug SMILES strings and cell line genomic features, predict the synergy score measuring deviation from expected non-interaction effect. (1) Drug 1: CC1=CC=C(C=C1)C2=CC(=NN2C3=CC=C(C=C3)S(=O)(=O)N)C(F)(F)F. Drug 2: C(=O)(N)NO. Cell line: PC-3. Synergy scores: CSS=0.798, Synergy_ZIP=-0.658, Synergy_Bliss=-0.673, Synergy_Loewe=-3.98, Synergy_HSA=-3.25. (2) Synergy scores: CSS=31.9, Synergy_ZIP=4.05, Synergy_Bliss=3.42, Synergy_Loewe=-33.9, Synergy_HSA=3.02. Cell line: K-562. Drug 2: C1C(C(OC1N2C=NC3=C2NC=NCC3O)CO)O. Drug 1: CCC1=C2CN3C(=CC4=C(C3=O)COC(=O)C4(CC)O)C2=NC5=C1C=C(C=C5)O. (3) Drug 1: CC1=C(C=C(C=C1)C(=O)NC2=CC(=CC(=C2)C(F)(F)F)N3C=C(N=C3)C)NC4=NC=CC(=N4)C5=CN=CC=C5. Drug 2: C(CN)CNCCSP(=O)(O)O. Cell line: CCRF-CEM. Synergy scores: CSS=-5.33, Synergy_ZIP=0.767, Synergy_Bliss=-4.01, Synergy_Loewe=-1.30, Synergy_HSA=-6.98. (4) Drug 1: CC(CN1CC(=O)NC(=O)C1)N2CC(=O)NC(=O)C2. Drug 2: C1CCC(CC1)NC(=O)N(CCCl)N=O. Cell line: SNB-75. Synergy scores: CSS=21.2, Synergy_ZIP=-6.03, Synergy_Bliss=1.43, Synergy_Loewe=-5.58, Synergy_HSA=1.88.